From a dataset of CYP2C19 inhibition data for predicting drug metabolism from PubChem BioAssay. Regression/Classification. Given a drug SMILES string, predict its absorption, distribution, metabolism, or excretion properties. Task type varies by dataset: regression for continuous measurements (e.g., permeability, clearance, half-life) or binary classification for categorical outcomes (e.g., BBB penetration, CYP inhibition). Dataset: cyp2c19_veith. The compound is CCC(=O)[C@@]1(C)[C@H](C)C[C@@H]2[C@@H]3CCC4=CC(=O)C=C[C@@]4(C)[C@H]3[C@H](O)C[C@]21C. The result is 0 (non-inhibitor).